This data is from Reaction yield outcomes from USPTO patents with 853,638 reactions. The task is: Predict the reaction yield, written as a fraction of the theoretical maximum amount of product (1.0 means a 100% yield; for example, 0.34 means a 34% yield). The reactants are [CH:1]1[C:9]2[C:8]3[CH:10]=[CH:11][CH:12]=[CH:13][C:7]=3[O:6][C:5]=2[C:4](B(O)O)=[CH:3][CH:2]=1.[CH3:17][O:18][C:19](=[O:42])[CH2:20][CH2:21][C:22]([C:24]1[C:32]2[C:27](=[CH:28][CH:29]=[C:30]([Cl:33])[CH:31]=2)[N:26]([CH2:34][C:35]2[CH:36]=[N:37][C:38](Cl)=[CH:39][CH:40]=2)[CH:25]=1)=[O:23].C(=O)([O-])[O-].[Na+].[Na+]. The catalyst is CO.C1(C)C=CC=CC=1.[Pd].C1(P(C2C=CC=CC=2)C2C=CC=CC=2)C=CC=CC=1.C1(P(C2C=CC=CC=2)C2C=CC=CC=2)C=CC=CC=1.C1(P(C2C=CC=CC=2)C2C=CC=CC=2)C=CC=CC=1.C1(P(C2C=CC=CC=2)C2C=CC=CC=2)C=CC=CC=1. The product is [CH3:17][O:18][C:19](=[O:42])[CH2:20][CH2:21][C:22]([C:24]1[C:32]2[C:27](=[CH:28][CH:29]=[C:30]([Cl:33])[CH:31]=2)[N:26]([CH2:34][C:35]2[CH:36]=[N:37][C:38]([C:4]3[C:5]4[O:6][C:7]5[CH:13]=[CH:12][CH:11]=[CH:10][C:8]=5[C:9]=4[CH:1]=[CH:2][CH:3]=3)=[CH:39][CH:40]=2)[CH:25]=1)=[O:23]. The yield is 0.820.